Task: Regression/Classification. Given an antibody's heavy chain and light chain sequences, predict its developability. TAP uses regression for 5 developability metrics; SAbDab uses binary classification.. Dataset: Antibody developability classification from SAbDab with 2,409 antibodies (1) Result: 0 (not developable). The antibody is ['EVQLVESGGGVVQPGRSLRLSCAASGFTFSVYGMNWVRQAPGKGLEWVAIIWYDGDNQYYADSVKGRFTISRDNSKNTLYLQMNGLRAEDTAVYYCARDLRTGPFDYWGQGTLVTVSS', 'EIVLTQSPDFQSVTPKEKVTITCRASQSIGSSLHWYQQKPDQSPKLLIKYASQSFSGVPSRFSGSGSGTDFTLTINSLEAEDAAAYYCHQSSSLPFTFGPGTKVDIK']. (2) The antibody is ['EVQLQQSGPELVKPGASVRMSCKSSGYIFTDFYMNWVRQSHGKSLDYIGYISPYSGVTGYNQKFKGKATLTVDKSSSTAYMELRSLTSEDSAVYYCAGSSGNKWAMDYWGHGASVTVSS', 'DVVMTQTPLSLPVSLGDQASISCRSSQSLVHSNGNTYLNWYLQKAGQSPKLLIYKVSNRFSGVPDRFSGSGSGTDFTLKISRVEAEDLGIYFCSQTTHVPPTFGGGTKLEIK']. Result: 0 (not developable). (3) The antibody is ['QVQLQQSGAEVKKPGSSVRVSCKASGGTFNNNAINWVRQAPGQGLEWMGGIIPMFGTAKYSQNFQGRVAITADESTGTASMELSSLRSEDTAVYYCARSRDLLLFPHHALSPWGRGTMVTVSS', 'SSELTQDPAVSVALGQTVRVTCQGDSLRSYYASWYQQKPGQAPVLVIYGKNNRPSGIPDRFSGSSSGNTASLTITGAQAEDEADYYCSSRDSSGNHWVFGGGTELTVL']. Result: 0 (not developable). (4) The antibody is ['EVKLVESGGGLVKPGGSLKLSCTASGITFSRYIMSWVRQIPEKRLEWVASISSGGITYYPDSVKGRFTISRDNVRNILYLQMSSLRSEDTALYYCARGQGRPYWGQGTLVTVSS', 'DIVMTQAAFSNPVTLGTSASISCRSTKSLLHSNGITYLYWYLQKPGQSPQLLIYQMSNLASGVPDRFSSSGSGTDFTLRISRVEAEDVGVYYCAQNLELPPTFGGGTKLEIK']. Result: 0 (not developable). (5) The antibody is ['EVQLVESGGGLVKPGGSLKLSCAASGFIFSDYYMYWVRQTPEKRLEWVATISDGNSYTYYVDSVKGRFTISRDNAKNNLYLQMSSLKSEDTAIYYCARDGPTDSSGYGGFGYWGQGTLVTVSE', 'ESVLSQSPAILSASPGEKVTMTCRARSSVSYMHWYQQKSGSSPKPWIHATSNLASGVPARFSGSGSGTSYSLTISRVEAEDAATYYCQQWSSHPPTFGSGTKLEIK']. Result: 0 (not developable). (6) The antibody is ['EVQLVGSGGGLIQPGGSLRLSCAASDFSVSEYYMTWVRQAPGKGLEWVAVLYKDGSQFYAPSVKGRFIVSRDNSKNSLYLQMNNLRGEDTAVYFCARENADYGSDYYFGMDVWGQGTAVAVSS', 'DIVMNQSPPSLAVTPGEPASISCRASQSLLYSDGHNYLDWYLQKPGQAPQLLIYLGSTRASGVPDRFSGSGSGTDFTLKISRVEAEDVGVYYCMQPLQSYTFGQGTKLEIK']. Result: 0 (not developable). (7) The antibody is ['EVQLVESGGGLVQPGGSLRLSCAASGYSFTGHWMNWVRQAPGKGLEWVGMIHPSDSETRYNQKFKDRFTISVDKSKNTLYLQMNSLRAEDTAVYYCARGIYFYGTTYFDYWGQGTLVTVSS', 'DIQMTQSPSSLSASVGDRVTITCRASKTISKYLAWYQQKPGKAPKLLIYSGSTLQSGVPSRFSGSGSGTDFTLTISSLQPEDFATYYCQQHNEYPLTFGQGTKVEIK']. Result: 1 (developable). (8) The antibody is ['2atk', 'PROT_7E7F8549']. Result: 0 (not developable). (9) The antibody is ['QVQLKESGPGLVAPSQSLSITCTVSGFSVTNYGVHWVRQPPGKGLEWLGVIWAGGITNYNSAFMSRLSISKDNSKSQVFLKMNSLQIDDTAMYYCASRGGHYGYALDYWGQGTSVTVSS', 'SIVMTQTPKFLLVSAGDRVTITCKASQSVSNDVTWYQQKAGQSPKLLIYSASNRYSGVPDRFTGSGYGTAFTFTISTVQAEDLAVYFCQQDYSSFGGGTKLEIK']. Result: 0 (not developable). (10) The antibody is ['EIQLEQSGAEVKKSGESLKISCQTSGYSFSDYWIGWVRQMPGKGLEWMGIFYPGDSDSRYSPSFEGQVTMSADRSTNTAHLQWSSLKPSDTALYYCARLGGDYEDSGADAFDFWGQGTLVTVSS', 'QSVLTQPPSASGTPGQRISISCSGTSSNVENNYVYWYQHLPGTAPKLLIYRNDHRSSGIPDRFSASKSGTSASLAISGLRPEDEGDYYCAAWDDSRGGPDWVFGGGTKLTVL']. Result: 0 (not developable).